From a dataset of Full USPTO retrosynthesis dataset with 1.9M reactions from patents (1976-2016). Predict the reactants needed to synthesize the given product. (1) Given the product [C:1]([C:5]1[N:10]=[C:9]([N:11]2[CH2:16][CH2:15][N:14]([CH2:17][CH2:18][CH2:19][CH2:20][NH:21][C:31]([N:48]3[CH2:49][CH2:50][N:45]([C:40]4[CH:41]=[CH:42][CH:43]=[CH:44][C:39]=4[Cl:38])[CH2:46][CH2:47]3)=[O:32])[CH2:13][CH2:12]2)[CH:8]=[C:7]([C:22]([F:24])([F:25])[F:23])[N:6]=1)([CH3:4])([CH3:2])[CH3:3], predict the reactants needed to synthesize it. The reactants are: [C:1]([C:5]1[N:10]=[C:9]([N:11]2[CH2:16][CH2:15][N:14]([CH2:17][CH2:18][CH2:19][CH2:20][NH2:21])[CH2:13][CH2:12]2)[CH:8]=[C:7]([C:22]([F:25])([F:24])[F:23])[N:6]=1)([CH3:4])([CH3:3])[CH3:2].C1N=CN([C:31](N2C=NC=C2)=[O:32])C=1.[Cl:38][C:39]1[CH:44]=[CH:43][CH:42]=[CH:41][C:40]=1[N:45]1[CH2:50][CH2:49][NH:48][CH2:47][CH2:46]1. (2) Given the product [CH3:22][O:23][CH2:24][C@@H:25]([NH:27][C:2]1[CH:7]=[N:6][C:5]([C:8]2[CH:13]=[CH:12][C:11]([O:14][C:15]([F:18])([F:17])[F:16])=[CH:10][C:9]=2[O:19][CH3:20])=[C:4]([CH3:21])[CH:3]=1)[CH3:26], predict the reactants needed to synthesize it. The reactants are: Br[C:2]1[CH:3]=[C:4]([CH3:21])[C:5]([C:8]2[CH:13]=[CH:12][C:11]([O:14][C:15]([F:18])([F:17])[F:16])=[CH:10][C:9]=2[O:19][CH3:20])=[N:6][CH:7]=1.[CH3:22][O:23][CH2:24][C@@H:25]([NH2:27])[CH3:26].C1C=CC(P(C2C(C3C(P(C4C=CC=CC=4)C4C=CC=CC=4)=CC=C4C=3C=CC=C4)=C3C(C=CC=C3)=CC=2)C2C=CC=CC=2)=CC=1.CC([O-])(C)C.[Na+]. (3) Given the product [CH3:30][N:27]1[CH2:28][CH2:29][N:24]([S:21]([C:18]2[CH:19]=[CH:20][C:15]([B:5]([OH:6])[OH:4])=[CH:16][CH:17]=2)(=[O:23])=[O:22])[CH2:25][CH2:26]1, predict the reactants needed to synthesize it. The reactants are: C([O:4][B:5](OC(C)C)[O:6]C(C)C)(C)C.Br[C:15]1[CH:20]=[CH:19][C:18]([S:21]([N:24]2[CH2:29][CH2:28][N:27]([CH3:30])[CH2:26][CH2:25]2)(=[O:23])=[O:22])=[CH:17][CH:16]=1.O1CCCC1.C([Li])CCC. (4) Given the product [OH:8][C:9]1[C:13]([OH:14])=[C:12]([C:22]2[CH:27]=[CH:26][CH:25]=[CH:24][N:23]=2)[N:11]([C:28]2[CH:33]=[CH:32][C:31]([O:34][CH3:35])=[CH:30][CH:29]=2)[C:10]=1[C:36]([O:38][CH2:39][CH3:40])=[O:37], predict the reactants needed to synthesize it. The reactants are: C([O:8][C:9]1[C:13]([O:14]CC2C=CC=CC=2)=[C:12]([C:22]2[CH:27]=[CH:26][CH:25]=[CH:24][N:23]=2)[N:11]([C:28]2[CH:33]=[CH:32][C:31]([O:34][CH3:35])=[CH:30][CH:29]=2)[C:10]=1[C:36]([O:38][CH2:39][CH3:40])=[O:37])C1C=CC=CC=1. (5) Given the product [Br:1][C:2]1[CH:3]=[C:4]2[N:9]([CH:10]=1)[N:8]=[C:7]([S:11][CH3:13])[NH:6][C:5]2=[O:12], predict the reactants needed to synthesize it. The reactants are: [Br:1][C:2]1[CH:3]=[C:4]2[N:9]([CH:10]=1)[NH:8][C:7](=[S:11])[NH:6][C:5]2=[O:12].[CH3:13]I.